Dataset: Reaction yield outcomes from USPTO patents with 853,638 reactions. Task: Predict the reaction yield, written as a fraction of the theoretical maximum amount of product (1.0 means a 100% yield; for example, 0.34 means a 34% yield). (1) The reactants are [F:1][C:2]1[CH:7]=[CH:6][C:5]([CH:8](O)[CH:9]([CH2:13][C:14]2[CH:19]=[CH:18][CH:17]=[C:16]([C:20]([F:23])([F:22])[F:21])[CH:15]=2)C(O)=O)=[CH:4][CH:3]=1.C1(P(N=[N+]=[N-])(C2C=CC=CC=2)=[O:32])C=CC=CC=1.C([N:44]([CH2:47]C)CC)C.[OH2:49]. The catalyst is O1CCCC1. The product is [F:1][C:2]1[CH:3]=[CH:4][C:5]([CH:8]2[O:49][C:47](=[O:32])[NH:44][CH:9]2[CH2:13][C:14]2[CH:19]=[CH:18][CH:17]=[C:16]([C:20]([F:21])([F:22])[F:23])[CH:15]=2)=[CH:6][CH:7]=1. The yield is 0.910. (2) The reactants are [CH:1]([N:4]1[C:8]([C:9]2[N:18]=[C:17]3[N:11]([CH2:12][CH2:13][O:14][C:15]4[CH:22]=[C:21]([O:23]C)[N:20]=[CH:19][C:16]=43)[CH:10]=2)=[N:7][CH:6]=[N:5]1)([CH3:3])[CH3:2].Br. The catalyst is C(O)(=O)C. The product is [CH:1]([N:4]1[C:8]([C:9]2[N:18]=[C:17]3[N:11]([CH2:12][CH2:13][O:14][C:15]4[CH:22]=[C:21]([OH:23])[N:20]=[CH:19][C:16]=43)[CH:10]=2)=[N:7][CH:6]=[N:5]1)([CH3:3])[CH3:2]. The yield is 0.690.